This data is from NCI-60 drug combinations with 297,098 pairs across 59 cell lines. The task is: Regression. Given two drug SMILES strings and cell line genomic features, predict the synergy score measuring deviation from expected non-interaction effect. (1) Drug 1: C1=CC(=C2C(=C1NCCNCCO)C(=O)C3=C(C=CC(=C3C2=O)O)O)NCCNCCO. Drug 2: CCC1(CC2CC(C3=C(CCN(C2)C1)C4=CC=CC=C4N3)(C5=C(C=C6C(=C5)C78CCN9C7C(C=CC9)(C(C(C8N6C=O)(C(=O)OC)O)OC(=O)C)CC)OC)C(=O)OC)O.OS(=O)(=O)O. Cell line: COLO 205. Synergy scores: CSS=62.7, Synergy_ZIP=8.33, Synergy_Bliss=10.0, Synergy_Loewe=7.18, Synergy_HSA=10.1. (2) Drug 1: C1CC(=O)NC(=O)C1N2CC3=C(C2=O)C=CC=C3N. Drug 2: CC1=C(C(=O)C2=C(C1=O)N3CC4C(C3(C2COC(=O)N)OC)N4)N. Cell line: HL-60(TB). Synergy scores: CSS=72.3, Synergy_ZIP=-5.57, Synergy_Bliss=-4.51, Synergy_Loewe=-43.2, Synergy_HSA=-0.148. (3) Synergy scores: CSS=-2.27, Synergy_ZIP=-0.723, Synergy_Bliss=-2.57, Synergy_Loewe=-5.27, Synergy_HSA=-3.81. Drug 1: CC1=C(C(=CC=C1)Cl)NC(=O)C2=CN=C(S2)NC3=CC(=NC(=N3)C)N4CCN(CC4)CCO. Cell line: UACC-257. Drug 2: CN(C(=O)NC(C=O)C(C(C(CO)O)O)O)N=O. (4) Drug 1: C1C(C(OC1N2C=NC(=NC2=O)N)CO)O. Drug 2: C1CCC(C(C1)N)N.C(=O)(C(=O)[O-])[O-].[Pt+4]. Cell line: UACC62. Synergy scores: CSS=17.8, Synergy_ZIP=-7.92, Synergy_Bliss=0.275, Synergy_Loewe=1.48, Synergy_HSA=1.90. (5) Drug 1: CC12CCC3C(C1CCC2=O)CC(=C)C4=CC(=O)C=CC34C. Drug 2: CN1C2=C(C=C(C=C2)N(CCCl)CCCl)N=C1CCCC(=O)O.Cl. Cell line: CAKI-1. Synergy scores: CSS=21.3, Synergy_ZIP=-3.17, Synergy_Bliss=-5.90, Synergy_Loewe=-11.0, Synergy_HSA=-4.41. (6) Drug 1: CCN(CC)CCNC(=O)C1=C(NC(=C1C)C=C2C3=C(C=CC(=C3)F)NC2=O)C. Drug 2: CC1CCC2CC(C(=CC=CC=CC(CC(C(=O)C(C(C(=CC(C(=O)CC(OC(=O)C3CCCCN3C(=O)C(=O)C1(O2)O)C(C)CC4CCC(C(C4)OC)OP(=O)(C)C)C)C)O)OC)C)C)C)OC. Cell line: UACC62. Synergy scores: CSS=54.6, Synergy_ZIP=15.8, Synergy_Bliss=16.4, Synergy_Loewe=20.5, Synergy_HSA=22.4. (7) Drug 1: COC1=CC(=CC(=C1O)OC)C2C3C(COC3=O)C(C4=CC5=C(C=C24)OCO5)OC6C(C(C7C(O6)COC(O7)C8=CC=CS8)O)O. Drug 2: C1CCC(C(C1)N)N.C(=O)(C(=O)[O-])[O-].[Pt+4]. Cell line: SR. Synergy scores: CSS=73.8, Synergy_ZIP=-2.03, Synergy_Bliss=-3.44, Synergy_Loewe=-3.54, Synergy_HSA=-0.278. (8) Drug 1: C1CCC(CC1)NC(=O)N(CCCl)N=O. Synergy scores: CSS=21.5, Synergy_ZIP=-8.40, Synergy_Bliss=0.458, Synergy_Loewe=-1.84, Synergy_HSA=-1.35. Drug 2: CC(C)CN1C=NC2=C1C3=CC=CC=C3N=C2N. Cell line: SW-620. (9) Drug 1: CC1=CC2C(CCC3(C2CCC3(C(=O)C)OC(=O)C)C)C4(C1=CC(=O)CC4)C. Synergy scores: CSS=-1.55, Synergy_ZIP=1.46, Synergy_Bliss=1.68, Synergy_Loewe=-2.49, Synergy_HSA=-0.835. Drug 2: C1C(C(OC1N2C=NC3=C2NC=NCC3O)CO)O. Cell line: SK-MEL-2. (10) Drug 1: CC1CCC2CC(C(=CC=CC=CC(CC(C(=O)C(C(C(=CC(C(=O)CC(OC(=O)C3CCCCN3C(=O)C(=O)C1(O2)O)C(C)CC4CCC(C(C4)OC)OCCO)C)C)O)OC)C)C)C)OC. Drug 2: CC12CCC3C(C1CCC2OP(=O)(O)O)CCC4=C3C=CC(=C4)OC(=O)N(CCCl)CCCl.[Na+]. Cell line: SW-620. Synergy scores: CSS=13.8, Synergy_ZIP=2.95, Synergy_Bliss=5.13, Synergy_Loewe=6.81, Synergy_HSA=5.86.